From a dataset of Reaction yield outcomes from USPTO patents with 853,638 reactions. Predict the reaction yield, written as a fraction of the theoretical maximum amount of product (1.0 means a 100% yield; for example, 0.34 means a 34% yield). (1) The reactants are O.[OH-].[Li+].[O:4]1[C:8]2[CH:9]=[CH:10][C:11]([CH2:13][N:14]3[CH2:18][C@@H:17]([N:19]([C:29](=[O:35])[CH2:30][C:31]([CH3:34])([CH3:33])[CH3:32])[CH2:20][C:21]4[CH:26]=[CH:25][CH:24]=[C:23]([O:27][CH3:28])[CH:22]=4)[CH2:16][C@H:15]3[C:36]([O:38]C)=[O:37])=[CH:12][C:7]=2[O:6][CH2:5]1.CO. The catalyst is O. The product is [O:4]1[C:8]2[CH:9]=[CH:10][C:11]([CH2:13][N:14]3[CH2:18][C@@H:17]([N:19]([C:29](=[O:35])[CH2:30][C:31]([CH3:34])([CH3:32])[CH3:33])[CH2:20][C:21]4[CH:26]=[CH:25][CH:24]=[C:23]([O:27][CH3:28])[CH:22]=4)[CH2:16][C@H:15]3[C:36]([OH:38])=[O:37])=[CH:12][C:7]=2[O:6][CH2:5]1. The yield is 0.910. (2) The reactants are [F:1][C:2]1[CH:7]=[C:6]([S:8]([CH3:11])(=[O:10])=[O:9])[CH:5]=[CH:4][C:3]=1[NH:12][C@H:13]1[CH2:17][CH2:16][N:15]([CH:18]2[CH2:23][CH2:22][NH:21][CH2:20][CH2:19]2)[C:14]1=[O:24].Br[C:26]1[CH:27]=[N:28][C:29]([C:32]([F:35])([F:34])[F:33])=[N:30][CH:31]=1.CC1C=CC(P(C2C=CC3C(=CC=CC=3)C=2C2C3C(=CC=CC=3)C=CC=2P(C2C=CC(C)=CC=2)C2C=CC(C)=CC=2)C2C=CC(C)=CC=2)=CC=1.C([O-])([O-])=O.[Cs+].[Cs+]. The yield is 0.230. The product is [F:1][C:2]1[CH:7]=[C:6]([S:8]([CH3:11])(=[O:10])=[O:9])[CH:5]=[CH:4][C:3]=1[NH:12][C@H:13]1[CH2:17][CH2:16][N:15]([CH:18]2[CH2:23][CH2:22][N:21]([C:26]3[CH:27]=[N:28][C:29]([C:32]([F:35])([F:34])[F:33])=[N:30][CH:31]=3)[CH2:20][CH2:19]2)[C:14]1=[O:24]. The catalyst is C1(C)C=CC=CC=1.CC([O-])=O.CC([O-])=O.[Pd+2]. (3) The product is [Cl:10][C:11]1[C:12]([C:30]2[CH:31]=[N:32][N:33]3[CH:38]=[CH:37][CH:36]=[CH:35][C:34]=23)=[N:13][C:14]([NH:17][C:18]2[C:19]([O:28][CH3:29])=[CH:20][C:21]([N:46]3[CH2:45][CH2:44][N:43]([CH2:42][C:41]([N:40]([CH3:50])[CH3:39])=[O:49])[CH2:48][CH2:47]3)=[C:22]([N+:24]([O-:26])=[O:25])[CH:23]=2)=[N:15][CH:16]=1. The reactants are CCN(C(C)C)C(C)C.[Cl:10][C:11]1[C:12]([C:30]2[CH:31]=[N:32][N:33]3[CH:38]=[CH:37][CH:36]=[CH:35][C:34]=23)=[N:13][C:14]([NH:17][C:18]2[CH:23]=[C:22]([N+:24]([O-:26])=[O:25])[C:21](F)=[CH:20][C:19]=2[O:28][CH3:29])=[N:15][CH:16]=1.[CH3:39][N:40]([CH3:50])[C:41](=[O:49])[CH2:42][N:43]1[CH2:48][CH2:47][NH:46][CH2:45][CH2:44]1. The yield is 0.830. The catalyst is FC(F)(F)CO. (4) The reactants are [C:1]1([N:7]2[C:12](=O)C3SC=C(C4C=CC=CC=4)C=3N=C2)[CH:6]=[CH:5][CH:4]=[CH:3][CH:2]=1.[NH2:23][C:24]1[C:28]([C:29]2[CH:34]=[CH:33][CH:32]=[CH:31][C:30]=2[F:35])=[CH:27][S:26][C:25]=1[C:36]([O:38]C)=O.C(OCC)(OCC)[O:41]CC.NC1C=CC(O)=CC=1. The catalyst is C(O)(=O)C. The product is [F:35][C:30]1[CH:31]=[CH:32][CH:33]=[CH:34][C:29]=1[C:28]1[C:24]2[N:23]=[CH:12][N:7]([C:1]3[CH:6]=[CH:5][C:4]([OH:41])=[CH:3][CH:2]=3)[C:36](=[O:38])[C:25]=2[S:26][CH:27]=1. The yield is 0.490.